Dataset: Forward reaction prediction with 1.9M reactions from USPTO patents (1976-2016). Task: Predict the product of the given reaction. (1) Given the reactants [F:1][C:2]([F:18])([F:17])[C:3]([N:5]1[CH2:13][C:12]2[C:7](=[CH:8][CH:9]=[C:10]([N+:14]([O-:16])=[O:15])[CH:11]=2)[CH2:6]1)=O, predict the reaction product. The product is: [N+:14]([C:10]1[CH:11]=[C:12]2[C:7](=[CH:8][CH:9]=1)[CH2:6][N:5]([CH2:3][C:2]([F:18])([F:1])[F:17])[CH2:13]2)([O-:16])=[O:15]. (2) Given the reactants [CH:1]([N:4](CC)[CH:5](C)C)(C)C.[F:10][C:11]1[CH:24]=[C:23]([C:25]2[CH:26]=[N:27][C:28]3[N:29]([C:31]([C:34]4([C:37]5[CH:38]=[C:39]6[C:44](=[CH:45][CH:46]=5)[N:43]=[CH:42][CH:41]=[CH:40]6)[CH2:36][CH2:35]4)=[CH:32][N:33]=3)[CH:30]=2)[CH:22]=[CH:21][C:12]=1[C:13]([NH:15][CH:16]([CH3:20])[C:17]([OH:19])=O)=[O:14].CNC.F[P-](F)(F)(F)(F)F.N1(O[P+](N(C)C)(N(C)C)N(C)C)C2C=CC=CC=2N=N1, predict the reaction product. The product is: [CH3:1][N:4]([CH3:5])[C:17](=[O:19])[CH:16]([NH:15][C:13](=[O:14])[C:12]1[CH:21]=[CH:22][C:23]([C:25]2[CH:26]=[N:27][C:28]3[N:29]([C:31]([C:34]4([C:37]5[CH:38]=[C:39]6[C:44](=[CH:45][CH:46]=5)[N:43]=[CH:42][CH:41]=[CH:40]6)[CH2:35][CH2:36]4)=[CH:32][N:33]=3)[CH:30]=2)=[CH:24][C:11]=1[F:10])[CH3:20]. (3) Given the reactants [NH2:1][C:2]1[C:3]([F:21])=[C:4]([C:9]([C:11]2[C:19]3[C:14](=[N:15][CH:16]=[C:17]([Br:20])[CH:18]=3)[NH:13][CH:12]=2)=[O:10])[C:5]([F:8])=[CH:6][CH:7]=1.N1C=CC=CC=1.[F:28][C:29]1[CH:34]=[CH:33][C:32]([F:35])=[CH:31][C:30]=1[S:36](Cl)(=[O:38])=[O:37].Cl, predict the reaction product. The product is: [Br:20][C:17]1[CH:18]=[C:19]2[C:11]([C:9]([C:4]3[C:3]([F:21])=[C:2]([NH:1][S:36]([C:30]4[CH:31]=[C:32]([F:35])[CH:33]=[CH:34][C:29]=4[F:28])(=[O:38])=[O:37])[CH:7]=[CH:6][C:5]=3[F:8])=[O:10])=[CH:12][NH:13][C:14]2=[N:15][CH:16]=1. (4) The product is: [Br:14][C:15]1[C:16]([F:25])=[CH:17][CH:18]=[C:19]([N+:22]([O-:24])=[O:23])[C:20]=1[NH:7][C:8]1[CH:13]=[CH:12][CH:11]=[CH:10][N:9]=1. Given the reactants CC(C)([O-])C.[K+].[NH2:7][C:8]1[CH:13]=[CH:12][CH:11]=[CH:10][N:9]=1.[Br:14][C:15]1[C:20](F)=[C:19]([N+:22]([O-:24])=[O:23])[CH:18]=[CH:17][C:16]=1[F:25], predict the reaction product. (5) Given the reactants [Br:1][C:2]1[C:11]2[N:10]=[CH:9][CH:8]=[CH:7][C:6]=2[C:5]([CH:12]=[N:13][OH:14])=[CH:4][CH:3]=1.ClN1C(=O)CCC1=O.[Cl:23][C:24]1[CH:29]=[C:28]([C:30]([C:32]([F:35])([F:34])[F:33])=[CH2:31])[CH:27]=[C:26]([Cl:36])[CH:25]=1.C(N(CC)CC)C, predict the reaction product. The product is: [Br:1][C:2]1[CH:3]=[CH:4][C:5]([C:12]2[CH2:31][C:30]([C:28]3[CH:27]=[C:26]([Cl:36])[CH:25]=[C:24]([Cl:23])[CH:29]=3)([C:32]([F:33])([F:35])[F:34])[O:14][N:13]=2)=[C:6]2[C:11]=1[N:10]=[CH:9][CH:8]=[CH:7]2. (6) Given the reactants [CH3:1][O:2][C:3]1[CH:8]=[C:7]([CH3:9])[C:6]([S:10]([N:13]([CH2:15][C:16]2[O:17][CH:18]=[C:19]([C:21](O)=[O:22])[N:20]=2)[CH3:14])(=[O:12])=[O:11])=[C:5]([CH3:24])[CH:4]=1.CCN=C=NCCCN(C)C.C1C=CC2N(O)N=NC=2C=1.Cl.Cl.[CH3:48][O:49][CH:50]1[CH2:55][CH2:54][N:53]([CH2:56][C:57]2[CH:62]=[CH:61][C:60]([CH2:63][NH:64][CH3:65])=[CH:59][CH:58]=2)[CH2:52][CH2:51]1, predict the reaction product. The product is: [CH3:1][O:2][C:3]1[CH:4]=[C:5]([CH3:24])[C:6]([S:10]([N:13]([CH2:15][C:16]2[O:17][CH:18]=[C:19]([C:21]([N:64]([CH2:63][C:60]3[CH:59]=[CH:58][C:57]([CH2:56][N:53]4[CH2:54][CH2:55][CH:50]([O:49][CH3:48])[CH2:51][CH2:52]4)=[CH:62][CH:61]=3)[CH3:65])=[O:22])[N:20]=2)[CH3:14])(=[O:12])=[O:11])=[C:7]([CH3:9])[CH:8]=1. (7) Given the reactants C1(S([N:10]2[C:14]3[CH:15]=[CH:16][CH:17]=[CH:18][C:13]=3[N:12]=[C:11]2[CH2:19][N:20]([CH2:31][C:32]2[CH:48]=[CH:47][C:35]([CH2:36][NH:37][S:38]([C:41]3[CH:46]=[CH:45][CH:44]=[CH:43][CH:42]=3)(=[O:40])=[O:39])=[CH:34][CH:33]=2)[CH:21]2[C:30]3[N:29]=[CH:28][CH:27]=[CH:26][C:25]=3[CH2:24][CH2:23][CH2:22]2)(=O)=O)C=CC=CC=1.C(OCC)C, predict the reaction product. The product is: [NH:10]1[C:14]2[CH:15]=[CH:16][CH:17]=[CH:18][C:13]=2[N:12]=[C:11]1[CH2:19][N:20]([CH2:31][C:32]1[CH:33]=[CH:34][C:35]([CH2:36][NH:37][S:38]([C:41]2[CH:42]=[CH:43][CH:44]=[CH:45][CH:46]=2)(=[O:40])=[O:39])=[CH:47][CH:48]=1)[CH:21]1[C:30]2[N:29]=[CH:28][CH:27]=[CH:26][C:25]=2[CH2:24][CH2:23][CH2:22]1. (8) Given the reactants [C:1]1(=[O:16])[CH2:15][CH2:14][CH2:13][CH2:12][CH2:11][CH2:10][CH2:9][CH2:8][CH2:7][CH2:6][CH2:5][CH2:4][CH:3]=[CH:2]1.[CH:17]1[CH2:21][CH:20]=[CH:19][CH:18]=1.Cl(O)(=O)(=O)=O.C([C@@H]1N[C@H](C2OC(C)=CC=2)N(C)C1=O)C1C=CC=CC=1, predict the reaction product. The product is: [C@@H:19]12[CH2:20][C@H:21]([CH:17]=[CH:18]1)[C@H:3]1[C@@H:2]2[C:1](=[O:16])[CH2:15][CH2:14][CH2:13][CH2:12][CH2:11][CH2:10][CH2:9][CH2:8][CH2:7][CH2:6][CH2:5][CH2:4]1. (9) Given the reactants FC(F)(F)C(O)=O.[CH2:8]([O:15][C:16]([C:18]([CH3:47])([CH3:46])[CH2:19][CH:20]1[NH:24][CH:23]([C:25]([OH:27])=O)[CH:22]([C:28]2[CH:33]=[CH:32][CH:31]=[C:30]([Cl:34])[C:29]=2[F:35])[C:21]1([C:38]1[CH:43]=[CH:42][C:41]([Cl:44])=[CH:40][C:39]=1[F:45])[C:36]#[N:37])=[O:17])[C:9]1[CH:14]=[CH:13][CH:12]=[CH:11][CH:10]=1.CC1(C)[O:53][C@@H:52]([CH2:54][CH2:55][NH2:56])[CH2:51][O:50]1.CN(C(ON1N=NC2C=CC=NC1=2)=[N+](C)C)C.F[P-](F)(F)(F)(F)F.CCN(C(C)C)C(C)C.Cl, predict the reaction product. The product is: [OH:53][C@H:52]([CH2:51][OH:50])[CH2:54][CH2:55][NH:56][C:25]([CH:23]1[CH:22]([C:28]2[CH:33]=[CH:32][CH:31]=[C:30]([Cl:34])[C:29]=2[F:35])[C:21]([C:38]2[CH:43]=[CH:42][C:41]([Cl:44])=[CH:40][C:39]=2[F:45])([C:36]#[N:37])[CH:20]([CH2:19][C:18]([C:16]([O:15][CH2:8][C:9]2[CH:10]=[CH:11][CH:12]=[CH:13][CH:14]=2)=[O:17])([CH3:47])[CH3:46])[NH:24]1)=[O:27].